This data is from Catalyst prediction with 721,799 reactions and 888 catalyst types from USPTO. The task is: Predict which catalyst facilitates the given reaction. (1) Reactant: [Br:1][C:2]1[CH:10]=[C:9]([F:11])[CH:8]=[CH:7][C:3]=1[C:4](O)=[O:5].C(Cl)(=O)C([Cl:15])=O. Product: [Br:1][C:2]1[CH:10]=[C:9]([F:11])[CH:8]=[CH:7][C:3]=1[C:4]([Cl:15])=[O:5]. The catalyst class is: 139. (2) Reactant: [Br:1][C:2]1[C:3](Cl)=[C:4]([Cl:27])[C:5]([N:8]([CH2:18][C:19]2[CH:24]=[CH:23][C:22]([O:25][CH3:26])=[CH:21][CH:20]=2)[CH2:9][C:10]2[CH:15]=[CH:14][C:13]([O:16][CH3:17])=[CH:12][CH:11]=2)=[N:6][CH:7]=1.C(OC([N:36]1[CH2:46][CH2:45][C:39]2([C:43](=[O:44])[NH:42][CH2:41][CH2:40]2)[CH2:38][CH2:37]1)=O)(C)(C)C.C(N(CC)CC)C. Product: [CH3:26][O:25][C:22]1[CH:21]=[CH:20][C:19]([CH2:18][N:8]([CH2:9][C:10]2[CH:15]=[CH:14][C:13]([O:16][CH3:17])=[CH:12][CH:11]=2)[C:5]2[C:4]([Cl:27])=[C:3]([N:36]3[CH2:46][CH2:45][C:39]4([C:43](=[O:44])[NH:42][CH2:41][CH2:40]4)[CH2:38][CH2:37]3)[C:2]([Br:1])=[CH:7][N:6]=2)=[CH:24][CH:23]=1. The catalyst class is: 179. (3) Reactant: [CH:1]1([NH:4][S:5]([NH:8][C@@H:9]([CH2:20][C:21]2[O:22][C:23]([CH2:26][C:27]3[S:28][C:29]4[CH:35]=[C:34]([C:36]5[CH:41]=[CH:40][CH:39]=[CH:38][CH:37]=5)[CH:33]=[CH:32][C:30]=4[N:31]=3)=[N:24][N:25]=2)[C:10]([O:12]CC2C=CC=CC=2)=O)(=[O:7])=[O:6])[CH2:3][CH2:2]1.C[O-].[Na+].CO.Cl. Product: [CH:1]1([N:4]2[C:10](=[O:12])[C@H:9]([CH2:20][C:21]3[O:22][C:23]([CH2:26][C:27]4[S:28][C:29]5[CH:35]=[C:34]([C:36]6[CH:41]=[CH:40][CH:39]=[CH:38][CH:37]=6)[CH:33]=[CH:32][C:30]=5[N:31]=4)=[N:24][N:25]=3)[NH:8][S:5]2(=[O:7])=[O:6])[CH2:3][CH2:2]1. The catalyst class is: 1. (4) Reactant: [CH3:1][C@H:2]([O:6][C:7]1[N:15]=[C:14]2[C:10]([N:11]=[C:12]([O:22][CH3:23])[N:13]2C2CCCCO2)=[C:9]([NH2:24])[N:8]=1)[CH2:3][CH2:4][CH3:5].[F:25][C:26]([F:31])([F:30])[C:27]([OH:29])=[O:28]. Product: [F:25][C:26]([F:31])([F:30])[C:27]([OH:29])=[O:28].[CH3:1][C@H:2]([O:6][C:7]1[N:15]=[C:14]2[C:10]([N:11]=[C:12]([O:22][CH3:23])[NH:13]2)=[C:9]([NH2:24])[N:8]=1)[CH2:3][CH2:4][CH3:5]. The catalyst class is: 5. (5) Reactant: [F:1][C:2]1[CH:8]=[CH:7][C:6]([O:9][CH3:10])=[CH:5][C:3]=1[NH2:4].[O-:11][C:12]#[N:13].[K+]. Product: [F:1][C:2]1[CH:8]=[CH:7][C:6]([O:9][CH3:10])=[CH:5][C:3]=1[NH:4][C:12]([NH2:13])=[O:11]. The catalyst class is: 86. (6) The catalyst class is: 367. Product: [CH:9]1([CH2:15][O:16][C:17]2[CH:18]=[C:19]([CH:33]=[CH:34][CH:35]=2)[C:20]([NH:22][C:23]2[CH:28]=[CH:27][CH:26]=[CH:25][C:24]=2[S:29]([NH:30][C:1](=[O:7])[CH2:2][CH2:3][CH2:4][CH2:5][CH3:6])(=[O:32])=[O:31])=[O:21])[CH2:14][CH2:13][CH2:12][CH2:11][CH2:10]1. Reactant: [C:1](Cl)(=[O:7])[CH2:2][CH2:3][CH2:4][CH2:5][CH3:6].[CH:9]1([CH2:15][O:16][C:17]2[CH:18]=[C:19]([CH:33]=[CH:34][CH:35]=2)[C:20]([NH:22][C:23]2[CH:28]=[CH:27][CH:26]=[CH:25][C:24]=2[S:29](=[O:32])(=[O:31])[NH2:30])=[O:21])[CH2:14][CH2:13][CH2:12][CH2:11][CH2:10]1. (7) Reactant: C([O:3][C:4]([C:6]1([C:11]2[N:12]=[C:13]([NH:16][CH3:17])[S:14][CH:15]=2)[CH:10]=[CH:9][O:8][NH:7]1)=[O:5])C.[OH-].[Na+].Cl. Product: [CH3:17][NH:16][C:13]1[S:14][CH:15]=[C:11]([C:6]2([C:4]([OH:5])=[O:3])[CH:10]=[CH:9][O:8][NH:7]2)[N:12]=1. The catalyst class is: 8.